From a dataset of Full USPTO retrosynthesis dataset with 1.9M reactions from patents (1976-2016). Predict the reactants needed to synthesize the given product. (1) The reactants are: COC1C=CC=CC=1C1N=CN=C(NC2C=C(CS(N)(=O)=O)C=CC=2)N=1.Cl[C:28]1[N:33]=[CH:32][N:31]=[C:30]([NH:34][C:35]2[CH:36]=[C:37]([CH2:41][S:42]([NH2:45])(=[O:44])=[O:43])[CH:38]=[CH:39][CH:40]=2)[N:29]=1.[F:46][C:47]1[C:48]([O:57][CH3:58])=[C:49](B(O)O)[CH:50]=[C:51]([F:53])[CH:52]=1. Given the product [F:46][C:47]1[C:48]([O:57][CH3:58])=[C:49]([C:28]2[N:33]=[CH:32][N:31]=[C:30]([NH:34][C:35]3[CH:36]=[C:37]([CH2:41][S:42]([NH2:45])(=[O:44])=[O:43])[CH:38]=[CH:39][CH:40]=3)[N:29]=2)[CH:50]=[C:51]([F:53])[CH:52]=1, predict the reactants needed to synthesize it. (2) Given the product [Br:17][C:18]1[CH:19]=[C:20]([CH:29]=[CH:30][C:31]=1[N:32]1[CH2:37][CH2:36][CH:35]([NH:1][CH2:2][C@H:3]([OH:16])[CH2:4][O:5][C:6]2[C:14]3[NH:13][C:12](=[O:15])[NH:11][C:10]=3[CH:9]=[CH:8][CH:7]=2)[CH2:34][CH2:33]1)[CH:21]=[C:22]1[S:26][C:25](=[O:27])[NH:24][C:23]1=[O:28], predict the reactants needed to synthesize it. The reactants are: [NH2:1][CH2:2][C@H:3]([OH:16])[CH2:4][O:5][C:6]1[C:14]2[NH:13][C:12](=[O:15])[NH:11][C:10]=2[CH:9]=[CH:8][CH:7]=1.[Br:17][C:18]1[CH:19]=[C:20]([CH:29]=[CH:30][C:31]=1[N:32]1[CH2:37][CH2:36][C:35](=O)[CH2:34][CH2:33]1)[CH:21]=[C:22]1[S:26][C:25](=[O:27])[NH:24][C:23]1=[O:28]. (3) Given the product [Cl:1][C:2]1[N:6]([CH2:12][C:13](=[O:19])[CH2:14][C:15]([CH3:18])([CH3:17])[CH3:16])[C:5]2[CH:7]=[CH:8][CH:9]=[CH:10][C:4]=2[N:3]=1, predict the reactants needed to synthesize it. The reactants are: [Cl:1][C:2]1[NH:3][C:4]2[CH:10]=[CH:9][CH:8]=[CH:7][C:5]=2[N:6]=1.Br[CH2:12][C:13](=[O:19])[CH2:14][C:15]([CH3:18])([CH3:17])[CH3:16].C(=O)([O-])[O-].[Cs+].[Cs+].O. (4) Given the product [CH2:1]([NH:9][C:10]1[CH:11]=[C:12]([N:21]2[CH2:22][CH2:23][N:24]([C:27]([C:29]3[CH:34]=[CH:33][CH:32]=[CH:31][CH:30]=3)=[O:28])[CH2:25][CH2:26]2)[CH:13]=[CH:14][C:15]=1[O:16][C:17]([F:18])([F:19])[F:20])[C:2]1[CH:7]=[CH:6][CH:5]=[CH:4][CH:3]=1, predict the reactants needed to synthesize it. The reactants are: [CH:1](=O)[C:2]1[CH:7]=[CH:6][CH:5]=[CH:4][CH:3]=1.[NH2:9][C:10]1[CH:11]=[C:12]([N:21]2[CH2:26][CH2:25][N:24]([C:27]([C:29]3[CH:34]=[CH:33][CH:32]=[CH:31][CH:30]=3)=[O:28])[CH2:23][CH2:22]2)[CH:13]=[CH:14][C:15]=1[O:16][C:17]([F:20])([F:19])[F:18].C(O[BH-](OC(=O)C)OC(=O)C)(=O)C.[Na+].CC(O)=O. (5) Given the product [C:25]([O:24][C:23](=[O:29])[NH:22][C:19]([CH3:21])([CH3:20])[C:18]([N:15]1[CH2:16][CH2:17][N:12]([C:6]2[CH:7]=[N:8][C:9]3[C:4]([CH:5]=2)=[N:3][C:2]([C:38]2[CH:39]=[CH:40][C:34]4[O:33][C:32]([NH2:31])=[N:36][C:35]=4[CH:37]=2)=[CH:11][CH:10]=3)[CH2:13][CH2:14]1)=[O:30])([CH3:28])([CH3:27])[CH3:26], predict the reactants needed to synthesize it. The reactants are: Cl[C:2]1[N:3]=[C:4]2[C:9](=[CH:10][CH:11]=1)[N:8]=[CH:7][C:6]([N:12]1[CH2:17][CH2:16][N:15]([C:18](=[O:30])[C:19]([NH:22][C:23](=[O:29])[O:24][C:25]([CH3:28])([CH3:27])[CH3:26])([CH3:21])[CH3:20])[CH2:14][CH2:13]1)=[CH:5]2.[NH2:31][C:32]1[O:33][C:34]2[CH:40]=[CH:39][C:38](B(O)O)=[CH:37][C:35]=2[N:36]=1.C(=O)([O-])[O-].[Na+].[Na+]. (6) Given the product [C:29]([CH2:28][CH2:27][C:26]([C:19]1[C:20](=[O:25])[N:21]([CH3:24])[C:22]2[C:17]([C:18]=1[OH:33])=[CH:16][CH:15]=[C:14]([C:11]1[CH:10]=[CH:9][C:8]([C:6]([OH:7])=[O:5])=[CH:13][CH:12]=1)[CH:23]=2)=[O:32])([OH:31])=[O:30], predict the reactants needed to synthesize it. The reactants are: C([O:5][C:6]([C:8]1[CH:13]=[CH:12][C:11]([C:14]2[CH:23]=[C:22]3[C:17]([C:18]([OH:33])=[C:19]([C:26](=[O:32])[CH2:27][CH2:28][C:29]([OH:31])=[O:30])[C:20](=[O:25])[N:21]3[CH3:24])=[CH:16][CH:15]=2)=[CH:10][CH:9]=1)=[O:7])(C)(C)C.OC1C2C(=CC(C3C=CC(C(OC(C)(C)C)=O)=CC=3)=CC=2)N(C)C(=O)C=1C(=O)CCC=O.OOS([O-])=O.[K+].O. (7) The reactants are: [C:1]1([CH3:10])[CH:6]=[CH:5][C:4]([C:7](Cl)=[O:8])=[CH:3][CH:2]=1.[Cl-].[Al+3].[Cl-].[Cl-].[C:15]1([S:21]([N:24]2[CH:28]=[CH:27][CH:26]=[CH:25]2)(=[O:23])=[O:22])[CH:20]=[CH:19][CH:18]=[CH:17][CH:16]=1. Given the product [C:15]1([S:21]([N:24]2[CH:25]=[CH:26][CH:27]=[C:28]2[C:7]([C:4]2[CH:5]=[CH:6][C:1]([CH3:10])=[CH:2][CH:3]=2)=[O:8])(=[O:23])=[O:22])[CH:16]=[CH:17][CH:18]=[CH:19][CH:20]=1, predict the reactants needed to synthesize it.